Dataset: Full USPTO retrosynthesis dataset with 1.9M reactions from patents (1976-2016). Task: Predict the reactants needed to synthesize the given product. (1) Given the product [NH2:5][C:4]1[C:3]([O:9][CH3:10])=[C:2]([C:18]2[CH:17]=[CH:16][CH:15]=[C:14]([C:11]([OH:13])=[O:12])[CH:19]=2)[CH:8]=[CH:7][CH:6]=1, predict the reactants needed to synthesize it. The reactants are: Br[C:2]1[C:3]([O:9][CH3:10])=[C:4]([CH:6]=[CH:7][CH:8]=1)[NH2:5].[C:11]([C:14]1[CH:15]=[C:16](B(O)O)[CH:17]=[CH:18][CH:19]=1)([OH:13])=[O:12].C(=O)([O-])[O-].[K+].[K+]. (2) Given the product [ClH:47].[ClH:47].[NH2:10][C@@H:11]([CH:38]1[CH2:43][CH2:42][C:41]([F:44])([F:45])[CH2:40][CH2:39]1)[C:12]([N:14]1[C@H:19]([C:20]([NH:21][C@H:22]2[C:31]3[C:26](=[CH:27][CH:28]=[CH:29][CH:30]=3)[O:25][CH2:24][CH2:23]2)=[O:32])[CH2:18][N:17]2[CH2:33][C:34]([F:36])([F:37])[CH2:35][C@@H:16]2[CH2:15]1)=[O:13], predict the reactants needed to synthesize it. The reactants are: C(OC(=O)[NH:10][C@@H:11]([CH:38]1[CH2:43][CH2:42][C:41]([F:45])([F:44])[CH2:40][CH2:39]1)[C:12]([N:14]1[C@H:19]([C:20](=[O:32])[NH:21][C@H:22]2[C:31]3[C:26](=[CH:27][CH:28]=[CH:29][CH:30]=3)[O:25][CH2:24][CH2:23]2)[CH2:18][N:17]2[CH2:33][C:34]([F:37])([F:36])[CH2:35][C@@H:16]2[CH2:15]1)=[O:13])C1C=CC=CC=1.[ClH:47].CO. (3) Given the product [Cl:21][C:20]1[CH:19]=[C:18]([OH:22])[CH:17]=[C:16]([Cl:23])[C:15]=1[CH2:14][N:11]1[C:12](=[O:13])[C:7]([C:5]([NH:48][C:35]2[C:36]([C:38]3[CH:39]=[N:40][C:41]([C:44]([F:47])([F:46])[F:45])=[CH:42][CH:43]=3)=[N:37][C:32]([C:31]([F:30])([F:49])[F:50])=[N:33][CH:34]=2)=[O:6])=[C:8]([OH:28])[C@@:9]2([CH3:27])[CH2:26][CH2:25][CH2:24][N:10]12, predict the reactants needed to synthesize it. The reactants are: CC(C)CO[C:5]([C:7]1[C:12](=[O:13])[N:11]([CH2:14][C:15]2[C:20]([Cl:21])=[CH:19][C:18]([OH:22])=[CH:17][C:16]=2[Cl:23])[N:10]2[CH2:24][CH2:25][CH2:26][C@:9]2([CH3:27])[C:8]=1[OH:28])=[O:6].[F:30][C:31]([F:50])([F:49])[C:32]1[N:37]=[C:36]([C:38]2[CH:39]=[N:40][C:41]([C:44]([F:47])([F:46])[F:45])=[CH:42][CH:43]=2)[C:35]([NH2:48])=[CH:34][N:33]=1.